This data is from Catalyst prediction with 721,799 reactions and 888 catalyst types from USPTO. The task is: Predict which catalyst facilitates the given reaction. (1) Reactant: [Br:1][C:2]1[CH:11]=[C:10]2[C:5]([CH2:6][CH:7]([C:12](OC)=[O:13])[NH:8][CH2:9]2)=[CH:4][CH:3]=1.[AlH4-].[Li+].O.[OH-].[Na+]. Product: [Br:1][C:2]1[CH:11]=[C:10]2[C:5]([CH2:6][CH:7]([CH2:12][OH:13])[NH:8][CH2:9]2)=[CH:4][CH:3]=1. The catalyst class is: 7. (2) Reactant: [Cl:1][C:2]1[CH:3]=[C:4]([C@@H:12]([CH2:22][CH:23]2[CH2:27][CH2:26][CH2:25][C:24]2=[O:28])[C:13]([NH:15][C:16]2[CH:21]=[N:20][CH:19]=[CH:18][N:17]=2)=[O:14])[CH:5]=[CH:6][C:7]=1[S:8]([CH3:11])(=[O:10])=[O:9].[BH4-].[Na+]. Product: [Cl:1][C:2]1[CH:3]=[C:4]([C@@H:12]([CH2:22][CH:23]2[CH2:27][CH2:26][CH2:25][CH:24]2[OH:28])[C:13]([NH:15][C:16]2[CH:21]=[N:20][CH:19]=[CH:18][N:17]=2)=[O:14])[CH:5]=[CH:6][C:7]=1[S:8]([CH3:11])(=[O:10])=[O:9]. The catalyst class is: 40. (3) Reactant: COC1C=C2C(=CC=1OC)C(=O)CCC2.[N:16]1C=CC=CC=1.[N+:22]([C:25]1[CH:47]=[CH:46][C:28]([CH2:29][O:30]/[N:31]=[C:32]2\[CH2:33][CH2:34][CH2:35][C:36]3[C:41]\2=[CH:40][C:39]([O:42][CH3:43])=[C:38]([O:44][CH3:45])[CH:37]=3)=[CH:27][CH:26]=1)([O-])=[O:23].C(OCC)(=O)C.CCCCCC. Product: [N:22]1[O:23][N:16]=[C:47]2[CH:46]=[C:28]([CH2:29][O:30]/[N:31]=[C:32]3\[CH2:33][CH2:34][CH2:35][C:36]4[C:41]\3=[CH:40][C:39]([O:42][CH3:43])=[C:38]([O:44][CH3:45])[CH:37]=4)[CH:27]=[CH:26][C:25]=12. The catalyst class is: 8. (4) Reactant: [C:1]1([CH:7]([CH3:29])[CH2:8]/[CH:9]=[CH:10]\[C:11]2[N:12]=[C:13]([CH:16]3[CH2:21][CH2:20][N:19]([C:22]([O:24][C:25]([CH3:28])([CH3:27])[CH3:26])=[O:23])[CH2:18][CH2:17]3)[S:14][CH:15]=2)[CH:6]=[CH:5][CH:4]=[CH:3][CH:2]=1. Product: [C:1]1([CH:7]([CH3:29])[CH2:8][CH2:9][CH2:10][C:11]2[N:12]=[C:13]([CH:16]3[CH2:21][CH2:20][N:19]([C:22]([O:24][C:25]([CH3:28])([CH3:27])[CH3:26])=[O:23])[CH2:18][CH2:17]3)[S:14][CH:15]=2)[CH:2]=[CH:3][CH:4]=[CH:5][CH:6]=1. The catalyst class is: 19. (5) Reactant: [CH2:1]([N:5]1[C:10](=[O:11])[C:9]2[C:12]3[CH:18]=[C:17]([CH3:19])[CH:16]=[C:15]([OH:20])[C:13]=3[S:14][C:8]=2[N:7]=[C:6]1[C:21]1[CH:26]=[C:25]([O:27][CH3:28])[C:24]([O:29][CH3:30])=[C:23]([O:31]C)[C:22]=1[Br:33])[CH2:2][CH2:3][CH3:4].Br.S([O-])([O-])(=O)=O.[Na+].[Na+]. Product: [Br:33][C:22]1[C:23]([OH:31])=[C:24]([O:29][CH3:30])[C:25]([O:27][CH3:28])=[CH:26][C:21]=1[C:6]1[N:5]([CH2:1][CH2:2][CH2:3][CH3:4])[C:10](=[O:11])[C:9]2[C:12]3[CH:18]=[C:17]([CH3:19])[CH:16]=[C:15]([OH:20])[C:13]=3[S:14][C:8]=2[N:7]=1. The catalyst class is: 15. (6) Reactant: [Li+].[OH-].[C:3]([C:5]1[CH:10]=[CH:9][C:8]([NH:11][C:12](=[O:31])[NH:13][C@@H:14]2[CH2:19][CH2:18][N:17]([C:20]([O:22][C:23]([CH3:26])([CH3:25])[CH3:24])=[O:21])[C@@H:16]([C:27]([O:29]C)=[O:28])[CH2:15]2)=[CH:7][CH:6]=1)#[N:4].Cl. Product: [C:23]([O:22][C:20]([N:17]1[CH2:18][CH2:19][C@@H:14]([NH:13][C:12]([NH:11][C:8]2[CH:9]=[CH:10][C:5]([C:3]#[N:4])=[CH:6][CH:7]=2)=[O:31])[CH2:15][C@@H:16]1[C:27]([OH:29])=[O:28])=[O:21])([CH3:26])([CH3:24])[CH3:25]. The catalyst class is: 87.